Dataset: Catalyst prediction with 721,799 reactions and 888 catalyst types from USPTO. Task: Predict which catalyst facilitates the given reaction. (1) Reactant: Cl[C:2]1[CH:3]=[CH:4][C:5]2[C:15]3[C:10](=[CH:11][N:12]=[CH:13][CH:14]=3)[CH:9]([CH:16]3[CH2:18][CH2:17]3)[O:8][C:6]=2[CH:7]=1.[C:19]([O:23][C:24](=[O:33])[NH:25][C@@H:26]([CH2:29][CH:30]([CH3:32])[CH3:31])[CH2:27][OH:28])([CH3:22])([CH3:21])[CH3:20].C(=O)([O-])[O-].[Cs+].[Cs+].C(P(C(C)(C)C)C1C=CC=CC=1C1C(C(C)C)=CC(C(C)C)=CC=1C(C)C)(C)(C)C. Product: [C:19]([O:23][C:24](=[O:33])[NH:25][C@@H:26]([CH2:29][CH:30]([CH3:31])[CH3:32])[CH2:27][O:28][C:2]1[CH:3]=[CH:4][C:5]2[C:15]3[C:10](=[CH:11][N:12]=[CH:13][CH:14]=3)[CH:9]([CH:16]3[CH2:18][CH2:17]3)[O:8][C:6]=2[CH:7]=1)([CH3:22])([CH3:21])[CH3:20]. The catalyst class is: 164. (2) Reactant: [F:1][C:2]1[C:3]([C:19]2[CH:20]=[N:21][NH:22][CH:23]=2)=[C:4]2[CH:10]=[CH:9][N:8]([CH2:11][O:12][CH2:13][CH2:14][Si:15]([CH3:18])([CH3:17])[CH3:16])[C:5]2=[N:6][CH:7]=1.[C:24]([CH:26]=[C:27]1[CH2:30][N:29]([C:31]([O:33][C:34]([CH3:37])([CH3:36])[CH3:35])=[O:32])[CH2:28]1)#[N:25].N12CCCN=C1CCCCC2. Product: [C:24]([CH2:26][C:27]1([N:22]2[CH:23]=[C:19]([C:3]3[C:2]([F:1])=[CH:7][N:6]=[C:5]4[N:8]([CH2:11][O:12][CH2:13][CH2:14][Si:15]([CH3:18])([CH3:17])[CH3:16])[CH:9]=[CH:10][C:4]=34)[CH:20]=[N:21]2)[CH2:30][N:29]([C:31]([O:33][C:34]([CH3:37])([CH3:36])[CH3:35])=[O:32])[CH2:28]1)#[N:25]. The catalyst class is: 10. (3) Product: [CH2:1]([C:4]1[C:9]([C:10]([O:12][CH2:13][CH:14]=[CH2:15])=[O:11])=[C:8]([O:16][CH3:17])[CH:7]=[CH:6][CH:5]=1)[CH:2]=[CH2:3]. The catalyst class is: 21. Reactant: [CH2:1]([C:4]1[C:9]([C:10]([O:12][CH2:13][CH:14]=[CH2:15])=[O:11])=[C:8]([OH:16])[CH:7]=[CH:6][CH:5]=1)[CH:2]=[CH2:3].[C:17]([O-])([O-])=O.[K+].[K+]. (4) Reactant: [Cl:1][C:2]1[CH:10]=[CH:9][C:8]2[NH:7][C:6]3[CH2:11][CH2:12][N:13]([CH3:15])[CH2:14][C:5]=3[C:4]=2[CH:3]=1.[CH:16]1([N:19]2[CH:24]=[C:23]([CH:25]=[CH2:26])[CH:22]=[CH:21][C:20]2=[O:27])[CH2:18][CH2:17]1.[OH-].[K+]. Product: [Cl:1][C:2]1[CH:10]=[CH:9][C:8]2[N:7]([CH2:26][CH2:25][C:23]3[CH:22]=[CH:21][C:20](=[O:27])[N:19]([CH:16]4[CH2:17][CH2:18]4)[CH:24]=3)[C:6]3[CH2:11][CH2:12][N:13]([CH3:15])[CH2:14][C:5]=3[C:4]=2[CH:3]=1. The catalyst class is: 37. (5) Reactant: [C:1]([O:5][C:6](=[O:23])[NH:7][C:8]1[CH:13]=[CH:12][C:11](B2OC(C)(C)C(C)(C)O2)=[CH:10][CH:9]=1)([CH3:4])([CH3:3])[CH3:2].Br[C:25]1[N:29]=[CH:28][N:27]([C:30]2[CH:35]=[CH:34][C:33]([O:36][C:37]([F:43])([F:42])[C:38]([F:41])([F:40])[F:39])=[CH:32][CH:31]=2)[N:26]=1.C([O-])(O)=O.[Na+].O1CCOCC1. Product: [C:1]([O:5][C:6](=[O:23])[NH:7][C:8]1[CH:9]=[CH:10][C:11]([C:25]2[N:29]=[CH:28][N:27]([C:30]3[CH:31]=[CH:32][C:33]([O:36][C:37]([F:42])([F:43])[C:38]([F:40])([F:41])[F:39])=[CH:34][CH:35]=3)[N:26]=2)=[CH:12][CH:13]=1)([CH3:2])([CH3:3])[CH3:4]. The catalyst class is: 103. (6) Reactant: CC(N(C)C)=O.[Cl:7][C:8]1[CH:13]=[CH:12][C:11]([Cl:14])=[CH:10][C:9]=1[OH:15].C(=O)([O-])[O-].[Na+:20].[Na+].Br[CH2:23][CH2:24][CH2:25][S:26]([O-:29])(=[O:28])=[O:27].[Na+]. Product: [Cl:7][C:8]1[CH:13]=[CH:12][C:11]([Cl:14])=[CH:10][C:9]=1[O:15][CH2:23][CH2:24][CH2:25][S:26]([O-:29])(=[O:28])=[O:27].[Na+:20]. The catalyst class is: 226.